Task: Predict the reaction yield, written as a fraction of the theoretical maximum amount of product (1.0 means a 100% yield; for example, 0.34 means a 34% yield).. Dataset: Reaction yield outcomes from USPTO patents with 853,638 reactions (1) The reactants are [F:1][C:2]1[CH:7]=[CH:6][CH:5]=[CH:4][C:3]=1[CH2:8][CH2:9][CH2:10][C:11]([OH:13])=O.S(Cl)(Cl)=O.[Cl-].[Al+3].[Cl-].[Cl-]. The catalyst is C(Cl)Cl. The product is [F:1][C:2]1[CH:7]=[CH:6][CH:5]=[C:4]2[C:3]=1[CH2:8][CH2:9][CH2:10][C:11]2=[O:13]. The yield is 0.690. (2) The reactants are [CH3:1][N:2]([CH3:21])[C:3]([C:5]1[C:15]([CH2:16]N(C)C)=[C:14]([OH:20])[C:8]2[N:9]=[C:10]([CH3:13])[N:11]([CH3:12])[C:7]=2[CH:6]=1)=[O:4].[S:22]1[CH:26]=[CH:25][CH:24]=[C:23]1[C:27](N1CCCC1)=[CH2:28].C[O:35]CCOC. No catalyst specified. The product is [CH3:21][N:2]([CH3:1])[C:3]([C:5]1[C:15]([CH2:16][CH2:28][C:27](=[O:35])[C:23]2[S:22][CH:26]=[CH:25][CH:24]=2)=[C:14]([OH:20])[C:8]2[N:9]=[C:10]([CH3:13])[N:11]([CH3:12])[C:7]=2[CH:6]=1)=[O:4]. The yield is 0.120. (3) The reactants are [CH2:1]([N:8]([CH2:13][CH2:14][C:15]#[N:16])[CH2:9][CH2:10][C:11]#[N:12])[C:2]1[CH:7]=[CH:6][CH:5]=[CH:4][CH:3]=1.[OH-].[Na+]. The catalyst is [Ni].C(O)C. The product is [CH2:1]([N:8]([CH2:9][CH2:10][CH2:11][NH2:12])[CH2:13][CH2:14][CH2:15][NH2:16])[C:2]1[CH:7]=[CH:6][CH:5]=[CH:4][CH:3]=1. The yield is 0.900. (4) The reactants are [NH2:1][C:2]1[CH:10]=[C:9]2[C:5]([CH2:6][CH2:7][C:8]2=[O:11])=[CH:4][CH:3]=1.C(=O)([O-])[O-].[Ca+2].[I:17]Cl.S([O-])([O-])(=O)=S.[Na+].[Na+]. The catalyst is CO.O. The product is [NH2:1][C:2]1[C:10]([I:17])=[C:9]2[C:5]([CH2:6][CH2:7][C:8]2=[O:11])=[CH:4][CH:3]=1. The yield is 0.860. (5) The reactants are CO[CH:3](OC)[C:4]1[CH:5]=[C:6](C=[CH:18][C:19]=1[CH:20]([C:25]1[CH:30]=[CH:29][CH:28]=[CH:27][C:26]=1[F:31])[CH2:21][N+:22]([O-])=O)[O:7][CH2:8][CH2:9][CH2:10][N:11]1[CH2:16][CH2:15][CH2:14][CH2:13][CH2:12]1.BrC1C(C(OC)OC)=CC(OCCCN2CCCCC2)=[N:39]C=1.[Li]CCCC.FC1C=CC=CC=1C=C[N+]([O-])=O. The catalyst is C1COCC1.C(O)(=O)C. The product is [F:31][C:26]1[CH:27]=[CH:28][CH:29]=[CH:30][C:25]=1[CH:20]1[C:19]2[C:4](=[CH:5][C:6]([O:7][CH2:8][CH2:9][CH2:10][N:11]3[CH2:16][CH2:15][CH2:14][CH2:13][CH2:12]3)=[N:39][CH:18]=2)[CH2:3][NH:22][CH2:21]1. The yield is 0.640. (6) The reactants are [N+:1]([C:4]1[S:5][CH:6]=[CH:7][C:8]=1[CH:9]=[O:10])([O-:3])=[O:2].[CH2:11](O)[CH2:12][OH:13].O.C1(C)C=CC(S(O)(=O)=O)=CC=1.C(=O)(O)[O-].[Na+]. The catalyst is C1(C)C=CC=CC=1. The product is [N+:1]([C:4]1[S:5][CH:6]=[CH:7][C:8]=1[CH:9]1[O:13][CH2:12][CH2:11][O:10]1)([O-:3])=[O:2]. The yield is 0.650. (7) The reactants are [O:1]=[C:2]1[C:7]([CH2:8][C:9]2[CH:14]=[CH:13][C:12]([C:15]3[C:16]([C:21]#[N:22])=[CH:17][CH:18]=[CH:19][CH:20]=3)=[CH:11][CH:10]=2)=[C:6]([CH2:23][CH2:24][CH3:25])[N:5]2[N:26]=[CH:27][N:28]=[C:4]2[NH:3]1.Br[CH2:30][C:31]([C:33]1[CH:38]=[CH:37][C:36]([F:39])=[CH:35][CH:34]=1)=[O:32].C(=O)([O-])[O-].[K+].[K+].CN(C)C=O. The catalyst is C(OCC)(=O)C. The product is [F:39][C:36]1[CH:37]=[CH:38][C:33]([C:31](=[O:32])[CH2:30][N:3]2[C:2](=[O:1])[C:7]([CH2:8][C:9]3[CH:10]=[CH:11][C:12]([C:15]4[C:16]([C:21]#[N:22])=[CH:17][CH:18]=[CH:19][CH:20]=4)=[CH:13][CH:14]=3)=[C:6]([CH2:23][CH2:24][CH3:25])[N:5]3[N:26]=[CH:27][N:28]=[C:4]23)=[CH:34][CH:35]=1. The yield is 0.570.